From a dataset of Full USPTO retrosynthesis dataset with 1.9M reactions from patents (1976-2016). Predict the reactants needed to synthesize the given product. (1) Given the product [Cl:1][C:2]1[S:3][C:4]([Cl:10])=[CH:5][C:6]=1[C:7]([Cl:14])=[O:8], predict the reactants needed to synthesize it. The reactants are: [Cl:1][C:2]1[S:3][C:4]([Cl:10])=[CH:5][C:6]=1[C:7](O)=[O:8].C(Cl)(=O)C([Cl:14])=O. (2) Given the product [Cl:2][C:3]1[S:24][C:6]2[NH:7][C:8]([C:10]([NH:12][C@@H:13]3[CH2:21][C:20]4[C:15](=[CH:16][CH:17]=[CH:18][CH:19]=4)[C@H:14]3[N:22]([C:25](=[O:29])[C@H:26]([OH:27])[CH3:28])[CH3:23])=[O:11])=[CH:9][C:5]=2[CH:4]=1, predict the reactants needed to synthesize it. The reactants are: Cl.[Cl:2][C:3]1[S:24][C:6]2[NH:7][C:8]([C:10]([NH:12][C@@H:13]3[CH2:21][C:20]4[C:15](=[CH:16][CH:17]=[CH:18][CH:19]=4)[C@H:14]3[NH:22][CH3:23])=[O:11])=[CH:9][C:5]=2[CH:4]=1.[C:25](O)(=[O:29])[C@@H:26]([CH3:28])[OH:27].CCN(C(C)C)C(C)C.C1C=CC2N(O)N=NC=2C=1.CCN=C=NCCCN(C)C. (3) Given the product [CH2:1]([C:4]1[CH:20]=[CH:19][C:7]2[CH2:8][CH2:9][N:10]([C:13](=[O:18])[C:14]([F:17])([F:15])[F:16])[CH2:11][CH2:12][C:6]=2[C:5]=1[OH:21])[CH3:2], predict the reactants needed to synthesize it. The reactants are: [C:1]([C:4]1[CH:20]=[CH:19][C:7]2[CH2:8][CH2:9][N:10]([C:13](=[O:18])[C:14]([F:17])([F:16])[F:15])[CH2:11][CH2:12][C:6]=2[C:5]=1[OH:21])(=O)[CH3:2].B(F)(F)F.CCOCC.C([BH3-])#N.[Na+].C([SiH](CC)CC)C. (4) The reactants are: [F:1][C:2]1([F:26])[CH2:8][O:7][CH2:6][C:5]([NH2:9])=[N:4][C@@:3]21[C:18]1[C:13](=[CH:14][CH:15]=[C:16]([NH2:19])[CH:17]=1)[O:12][CH:11]([C:20]1[CH:25]=[CH:24][CH:23]=[CH:22][CH:21]=1)[CH2:10]2.[F:27][C:28]([F:39])([F:38])[C:29]1[CH:30]=[CH:31][C:32]([C:35](O)=[O:36])=[N:33][CH:34]=1. Given the product [NH2:9][C:5]1[CH2:6][O:7][CH2:8][C:2]([F:1])([F:26])[C@@:3]2([C:18]3[C:13](=[CH:14][CH:15]=[C:16]([NH:19][C:35](=[O:36])[C:32]4[CH:31]=[CH:30][C:29]([C:28]([F:38])([F:27])[F:39])=[CH:34][N:33]=4)[CH:17]=3)[O:12][CH:11]([C:20]3[CH:25]=[CH:24][CH:23]=[CH:22][CH:21]=3)[CH2:10]2)[N:4]=1, predict the reactants needed to synthesize it. (5) The reactants are: C[O:2][C:3]1[CH:20]=[CH:19][C:6]2[C:7](=[O:18])[C:8]3[O:9][C:10]4[CH:11]=[CH:12][CH:13]=[CH:14][C:15]=4[C:16]=3[O:17][C:5]=2[CH:4]=1.N1C(=O)CC[C@H]1C(O)=O.Cl. Given the product [OH:2][C:3]1[CH:20]=[CH:19][C:6]2[C:7](=[O:18])[C:8]3[O:9][C:10]4[CH:11]=[CH:12][CH:13]=[CH:14][C:15]=4[C:16]=3[O:17][C:5]=2[CH:4]=1, predict the reactants needed to synthesize it. (6) Given the product [CH2:1]([NH:5][C:6](=[O:16])/[CH:7]=[CH:8]/[CH:9]=[CH:10]/[CH2:11][CH2:12][CH2:13][CH2:14][CH3:15])[CH:2]([CH3:4])[CH3:3], predict the reactants needed to synthesize it. The reactants are: [CH2:1]([NH:5][C:6](=[O:16])/[CH:7]=[CH:8]/[CH:9]=[CH:10]\[CH2:11][CH2:12][CH2:13][CH2:14][CH3:15])[CH:2]([CH3:4])[CH3:3].II. (7) Given the product [CH3:51][C:52]1[CH:57]=[CH:56][C:55]([NH:58][C:59](=[O:60])[C:61]2[CH:62]=[C:63]([N:73]3[CH2:74][CH2:75][NH:76][CH2:77][CH2:78]3)[CH:64]=[C:65]([S:67]([F:71])([F:70])([F:69])([F:72])[F:68])[CH:66]=2)=[CH:54][C:53]=1[N:86]1[C:93]2[N:89]([N:90]=[C:91]([C:94]3[CH:95]=[N:96][CH:97]=[CH:98][CH:99]=3)[CH:92]=2)[CH:88]=[CH:87]1, predict the reactants needed to synthesize it. The reactants are: CC1C=CC(N)=CC=1N1C2N(N=C(C3C=NC=CC=3)C=2)C=C1.C(OC(N1CCN(C2C=C(C=C(S(F)(F)(F)(F)F)C=2)C(O)=O)CC1)=O)(C)(C)C.[CH3:51][C:52]1[CH:57]=[CH:56][C:55]([NH:58][C:59]([C:61]2[CH:62]=[C:63]([N:73]3[CH2:78][CH2:77][N:76](C(OC(C)(C)C)=O)[CH2:75][CH2:74]3)[CH:64]=[C:65]([S:67]([F:72])([F:71])([F:70])([F:69])[F:68])[CH:66]=2)=[O:60])=[CH:54][C:53]=1[N:86]1[C:93]2[N:89]([N:90]=[C:91]([C:94]3[CH:95]=[N:96][CH:97]=[CH:98][CH:99]=3)[CH:92]=2)[CH:88]=[CH:87]1.Cl. (8) Given the product [C:4]([CH:6]1[CH2:7][N:8]([C:10]([O:12][C:13]([CH3:14])([CH3:15])[CH3:16])=[O:11])[CH2:9]1)(=[O:5])[CH3:21], predict the reactants needed to synthesize it. The reactants are: CON(C)[C:4]([CH:6]1[CH2:9][N:8]([C:10]([O:12][C:13]([CH3:16])([CH3:15])[CH3:14])=[O:11])[CH2:7]1)=[O:5].C[Mg+].[Br-].[C:21](O)(=O)CC(CC(O)=O)(C(O)=O)O.